Binary Classification. Given a drug SMILES string, predict its activity (active/inactive) in a high-throughput screening assay against a specified biological target. From a dataset of Cav3 T-type calcium channel HTS with 100,875 compounds. (1) The molecule is S(c1nc2c(c(Oc3ccc(F)cc3)n1)cccc2)C. The result is 0 (inactive). (2) The compound is S(=O)(=O)(N1CCCC1)c1cc2oc(=O)n(CC(=O)N3CCCC3)c2cc1. The result is 0 (inactive). (3) The drug is S(c1n(Cc2occc2)c(=O)c2c(n1)cccc2)CC(=O)c1ccc(F)cc1. The result is 0 (inactive). (4) The drug is O1N=C(CC1Cn1nc(cc1C(=O)NCc1c(OC)cccc1)c1ccccc1)c1cccnc1. The result is 0 (inactive). (5) The molecule is FC(F)(F)C(O)(CC(=O)Nc1cc(F)c(cc1)C)C(OC)=O. The result is 0 (inactive). (6) The drug is S(CCC)c1snc(SCCC)c1C(=O)N. The result is 0 (inactive). (7) The molecule is O1CCN(Cn2nc3c4c(c5c3cccc5)cccc4c2=O)CC1. The result is 0 (inactive). (8) The compound is O=C/1N(CCCC)C(=O)NC(=O)C1=C(/NC(c1ccccc1)C)C. The result is 0 (inactive).